This data is from Reaction yield outcomes from USPTO patents with 853,638 reactions. The task is: Predict the reaction yield, written as a fraction of the theoretical maximum amount of product (1.0 means a 100% yield; for example, 0.34 means a 34% yield). (1) The reactants are [O:1]1[C:5]2[CH:6]=[CH:7][C:8]([C:10]3[C:11]([C:15]4[CH:20]=[CH:19][CH:18]=[C:17]([Br:21])[N:16]=4)=[N:12][NH:13][CH:14]=3)=[CH:9][C:4]=2[O:3][CH2:2]1.[CH3:22][N:23]([CH3:28])[S:24](Cl)(=[O:26])=[O:25].C(N(CC)CC)C. The catalyst is C(Cl)Cl.CN(C1C=CN=CC=1)C. The product is [CH3:22][N:23]([CH3:28])[S:24]([N:13]1[CH:14]=[C:10]([C:8]2[CH:7]=[CH:6][C:5]3[O:1][CH2:2][O:3][C:4]=3[CH:9]=2)[C:11]([C:15]2[CH:20]=[CH:19][CH:18]=[C:17]([Br:21])[N:16]=2)=[N:12]1)(=[O:26])=[O:25]. The yield is 0.780. (2) The reactants are Br[CH2:2][C:3]([NH:5][C:6]([CH2:25][CH2:26][C:27]([O:29][C:30]([CH3:33])([CH3:32])[CH3:31])=[O:28])([CH2:16][CH2:17][C:18]([O:20][C:21]([CH3:24])([CH3:23])[CH3:22])=[O:19])[CH2:7][CH2:8][C:9]([O:11][C:12]([CH3:15])([CH3:14])[CH3:13])=[O:10])=[O:4].[NH:34]1[CH:38]=[CH:37][N:36]=[C:35]1[CH:39]=[O:40].CCN(C(C)C)C(C)C. The catalyst is CN(C=O)C. The product is [C:12]([O:11][C:9](=[O:10])[CH2:8][CH2:7][C:6]([NH:5][C:3](=[O:4])[CH2:2][N:34]1[CH:38]=[CH:37][N:36]=[C:35]1[CH:39]=[O:40])([CH2:25][CH2:26][C:27]([O:29][C:30]([CH3:33])([CH3:32])[CH3:31])=[O:28])[CH2:16][CH2:17][C:18]([O:20][C:21]([CH3:24])([CH3:23])[CH3:22])=[O:19])([CH3:15])([CH3:14])[CH3:13]. The yield is 0.630. (3) The reactants are [C:1]([NH:8][CH2:9][CH2:10][CH2:11][OH:12])([O:3][C:4]([CH3:7])([CH3:6])[CH3:5])=[O:2].CC(OI1(OC(C)=O)(OC(C)=O)OC(=O)C2C=CC=CC1=2)=O.[O-]S([O-])(=S)=O.[Na+].[Na+]. The catalyst is O.CCOCC.C([O-])(O)=O.[Na+]. The product is [C:1]([NH:8][CH2:9][CH2:10][CH:11]=[O:12])([O:3][C:4]([CH3:5])([CH3:6])[CH3:7])=[O:2]. The yield is 0.856. (4) The reactants are [C:1]1(=[O:6])[CH2:5][CH2:4][CH2:3][CH2:2]1.[C:7]([O-:10])(=[O:9])[CH3:8].[C:7]([O-:10])(=[O:9])[CH3:8].[C:7]([O-:10])(=[O:9])[CH3:8].[C:7]([O-:10])(=[O:9])[CH3:8].[Pb+4].Cl. The catalyst is C1CCCCC1. The product is [C:7]([O:10][CH:2]1[CH2:3][CH2:4][CH2:5][C:1]1=[O:6])(=[O:9])[CH3:8]. The yield is 0.0900. (5) The reactants are [O:1]=[C:2]1[CH2:7][NH:6][CH2:5][CH2:4][N:3]1[C:8]1[CH:13]=[CH:12][C:11]([S:14]([NH:17][C:18]2[S:19][CH:20]=[CH:21][N:22]=2)(=[O:16])=[O:15])=[CH:10][CH:9]=1.[Cl:23][C:24]1[CH:25]=[C:26]2[C:30](=[CH:31][CH:32]=1)[N:29]([CH2:33][CH2:34][C:35](O)=[O:36])[CH:28]=[CH:27]2.CN(C(ON1N=NC2C=CC=NC1=2)=[N+](C)C)C.F[P-](F)(F)(F)(F)F.C(=O)(O)[O-].[Na+].Cl.S1C(N)=NC=N1. No catalyst specified. The product is [Cl:23][C:24]1[CH:25]=[C:26]2[C:30](=[CH:31][CH:32]=1)[N:29]([CH2:33][CH2:34][C:35]([N:6]1[CH2:5][CH2:4][N:3]([C:8]3[CH:9]=[CH:10][C:11]([S:14]([NH:17][C:18]4[S:19][CH:20]=[CH:21][N:22]=4)(=[O:16])=[O:15])=[CH:12][CH:13]=3)[C:2](=[O:1])[CH2:7]1)=[O:36])[CH:28]=[CH:27]2. The yield is 0.320.